Dataset: Reaction yield outcomes from USPTO patents with 853,638 reactions. Task: Predict the reaction yield, written as a fraction of the theoretical maximum amount of product (1.0 means a 100% yield; for example, 0.34 means a 34% yield). (1) The reactants are Br[CH2:2][C@H:3]([NH:17][C:18](=[O:24])[O:19][C:20]([CH3:23])([CH3:22])[CH3:21])[C:4]1[CH:9]=[CH:8][C:7]([O:10][CH2:11][CH:12]([CH3:16])[CH2:13][CH2:14][CH3:15])=[CH:6][CH:5]=1.[N-:25]=[N+:26]=[N-:27].[Na+]. The catalyst is CN(C)C=O. The product is [N:25]([CH2:2][C@H:3]([NH:17][C:18](=[O:24])[O:19][C:20]([CH3:23])([CH3:22])[CH3:21])[C:4]1[CH:9]=[CH:8][C:7]([O:10][CH2:11][CH:12]([CH3:16])[CH2:13][CH2:14][CH3:15])=[CH:6][CH:5]=1)=[N+:26]=[N-:27]. The yield is 0.880. (2) The reactants are Cl[CH:2]([O:4][C:5](=[O:32])[N:6]([C:29](=[O:31])[CH3:30])[CH2:7][C@@H:8]1[O:12][C:11](=[O:13])[N:10]([C:14]2[CH:19]=[CH:18][C:17]([CH:20]3[CH2:25][CH2:24][S:23](=[O:27])(=[O:26])[CH2:22][CH2:21]3)=[C:16]([F:28])[CH:15]=2)[CH2:9]1)[CH3:3].[CH:33]1([C:38]([O-:40])=[O:39])[CH2:37][CH2:36][CH2:35][CH2:34]1.[Cs+].[I-].[Na+].O. The catalyst is C(#N)C. The product is [C:29]([N:6]([CH2:7][C@@H:8]1[O:12][C:11](=[O:13])[N:10]([C:14]2[CH:19]=[CH:18][C:17]([CH:20]3[CH2:25][CH2:24][S:23](=[O:27])(=[O:26])[CH2:22][CH2:21]3)=[C:16]([F:28])[CH:15]=2)[CH2:9]1)[C:5]([O:4][CH:2]([O:40][C:38]([CH:33]1[CH2:37][CH2:36][CH2:35][CH2:34]1)=[O:39])[CH3:3])=[O:32])(=[O:31])[CH3:30]. The yield is 0.630. (3) The reactants are Br[CH2:2][C:3]([NH2:5])=[O:4].[OH:6][C:7]1[CH:14]=[CH:13][CH:12]=[CH:11][C:8]=1[C:9]#[N:10].C(=O)([O-])[O-].[K+].[K+]. The catalyst is CC(C)=O. The product is [C:9]([C:8]1[CH:11]=[CH:12][CH:13]=[CH:14][C:7]=1[O:6][CH2:2][C:3]([NH2:5])=[O:4])#[N:10]. The yield is 0.820. (4) The reactants are I[C:2]1[C:10]2[C:5](=[N:6][CH:7]=[CH:8][CH:9]=2)[N:4]([Si:11]([CH:18]([CH3:20])[CH3:19])([CH:15]([CH3:17])[CH3:16])[CH:12]([CH3:14])[CH3:13])[CH:3]=1.C([Mg]Cl)(C)C.[C:26]([O:30][C:31](=[O:48])[N:32]([C:40]1[S:41][C:42]([CH:46]=[O:47])=[C:43]([Cl:45])[N:44]=1)[CH2:33][C:34]1[CH:39]=[CH:38][N:37]=[CH:36][CH:35]=1)([CH3:29])([CH3:28])[CH3:27]. The catalyst is O1CCCC1. The product is [C:26]([O:30][C:31](=[O:48])[N:32]([C:40]1[S:41][C:42]([CH:46]([OH:47])[C:2]2[C:10]3[C:5](=[N:6][CH:7]=[CH:8][CH:9]=3)[N:4]([Si:11]([CH:18]([CH3:20])[CH3:19])([CH:15]([CH3:17])[CH3:16])[CH:12]([CH3:14])[CH3:13])[CH:3]=2)=[C:43]([Cl:45])[N:44]=1)[CH2:33][C:34]1[CH:35]=[CH:36][N:37]=[CH:38][CH:39]=1)([CH3:29])([CH3:27])[CH3:28]. The yield is 0.860. (5) The reactants are Br[C:2]1[CH:3]=[C:4]2[C:9](=[CH:10][CH:11]=1)[C:8]([C:12]1[C:21]3[C:16](=[CH:17][C:18](Br)=[CH:19][CH:20]=3)[CH:15]=[CH:14][C:13]=1[OH:23])=[C:7]([OH:24])[CH:6]=[CH:5]2.[CH3:25][C:26]1C=CC=CC=1P(C1C=CC=CC=1C)C1C=CC=CC=1C.[CH3:47][CH2:48]N(CC)CC.C=C. The catalyst is CN(C=O)C.C(OCC)(=O)C.CC([O-])=O.CC([O-])=O.[Pd+2]. The product is [CH:25]([C:18]1[CH:17]=[C:16]2[C:21](=[CH:20][CH:19]=1)[C:12]([C:8]1[C:9]3[C:4](=[CH:3][C:2]([CH:47]=[CH2:48])=[CH:11][CH:10]=3)[CH:5]=[CH:6][C:7]=1[OH:24])=[C:13]([OH:23])[CH:14]=[CH:15]2)=[CH2:26]. The yield is 0.540.